This data is from Reaction yield outcomes from USPTO patents with 853,638 reactions. The task is: Predict the reaction yield, written as a fraction of the theoretical maximum amount of product (1.0 means a 100% yield; for example, 0.34 means a 34% yield). (1) The reactants are [Cl:1][C:2]1[CH:7]=[CH:6][C:5]([C:8]2[C:9]([C:18]3[CH:23]=[CH:22][N:21]=[CH:20][CH:19]=3)=[N:10][C:11]3[N:12]([C:14](=[O:17])[NH:15][N:16]=3)[CH:13]=2)=[CH:4][CH:3]=1.C([O-])([O-])=O.[K+].[K+].Cl[CH2:31][C:32]1[CH:33]=[CH:34][C:35]([C:38]([F:41])([F:40])[F:39])=[N:36][CH:37]=1. The catalyst is CN(C=O)C.O. The product is [Cl:1][C:2]1[CH:7]=[CH:6][C:5]([C:8]2[C:9]([C:18]3[CH:23]=[CH:22][N:21]=[CH:20][CH:19]=3)=[N:10][C:11]3[N:12]([C:14](=[O:17])[N:15]([CH2:31][C:32]4[CH:37]=[N:36][C:35]([C:38]([F:41])([F:39])[F:40])=[CH:34][CH:33]=4)[N:16]=3)[CH:13]=2)=[CH:4][CH:3]=1. The yield is 0.190. (2) The reactants are [CH2:1]([O:8][C:9]1[CH:17]=[CH:16][C:12]([C:13](O)=[O:14])=[C:11]([F:18])[C:10]=1[F:19])[C:2]1[CH:7]=[CH:6][CH:5]=[CH:4][CH:3]=1.COB(OC)OC. The catalyst is C1COCC1. The product is [CH2:1]([O:8][C:9]1[CH:17]=[CH:16][C:12]([CH2:13][OH:14])=[C:11]([F:18])[C:10]=1[F:19])[C:2]1[CH:3]=[CH:4][CH:5]=[CH:6][CH:7]=1. The yield is 0.952. (3) The reactants are [CH3:1][S:2]([C:5]1[CH:13]=[CH:12][C:8]([CH2:9]CN)=[CH:7][CH:6]=1)(=[O:4])=[O:3].[CH3:14][NH:15]CC1C=CC2C(=CC=CC=2)C=1CCC.Cl.[O:31]=[C:32]1[NH:41][C:40]2[N:39]=[CH:38][C:37](/[CH:42]=[CH:43]/[C:44]([OH:46])=O)=[CH:36][C:35]=2[CH2:34][CH2:33]1.Cl.CN1CC2C=C(/C=C/C(O)=O)C=NC=2NC(=O)C1. No catalyst specified. The yield is 0.710. The product is [CH3:1][S:2]([C:5]1[CH:6]=[CH:7][C:8]([CH2:9][N:15]([CH3:14])[C:44](=[O:46])/[CH:43]=[CH:42]/[C:37]2[CH:38]=[N:39][C:40]3[NH:41][C:32](=[O:31])[CH2:33][CH2:34][C:35]=3[CH:36]=2)=[CH:12][CH:13]=1)(=[O:3])=[O:4].